The task is: Predict the product of the given reaction.. This data is from Forward reaction prediction with 1.9M reactions from USPTO patents (1976-2016). (1) Given the reactants [N:1]1[N:5]2[CH:6]=[CH:7][CH:8]=[N:9][C:4]2=[C:3]([C:10]([OH:12])=O)[CH:2]=1.[CH3:13][O:14][C:15]1[CH:22]=[CH:21][C:18]([C:19]#[N:20])=[CH:17][N:16]=1.Cl[C:24]1(OC)[N:29]=C(OC)N=CN1.C[N:35]1[CH2:40]COCC1.[C:41](#[N:43])C, predict the reaction product. The product is: [C:19]([C:18]1[CH:21]=[C:22]([C:41]2[C:24]([NH:29][C:10]([C:3]3[CH:2]=[N:1][N:5]4[CH:6]=[CH:7][CH:8]=[N:9][C:4]=34)=[O:12])=[CH:40][NH:35][N:43]=2)[C:15]([O:14][CH3:13])=[N:16][CH:17]=1)#[N:20]. (2) The product is: [Br:1][C:2]1[CH:3]=[C:4]2[C:5](=[CH:6][CH:7]=1)[O:8][C:11]1([CH3:17])[CH2:12][O:13][CH2:14][C:15](=[CH2:16])[CH:10]1[CH2:9]2. Given the reactants [Br:1][C:2]1[CH:7]=[CH:6][C:5]([OH:8])=[C:4]([CH2:9]/[CH:10]=[C:11](\[CH3:17])/[CH2:12][O:13][CH2:14][C:15]#[CH:16])[CH:3]=1, predict the reaction product. (3) The product is: [O:21]=[C:20]1[N:3]2[C:2]([NH:1][C:5]3[CH:6]=[CH:7][CH:8]=[CH:9][C:4]=32)=[C:10]([C:11]#[N:12])[C:14]2[CH2:19][CH2:18][S:17][CH2:16][C:15]1=2. Given the reactants [NH:1]1[C:5]2[CH:6]=[CH:7][CH:8]=[CH:9][C:4]=2[N:3]=[C:2]1[CH2:10][C:11]#[N:12].O=[C:14]1[CH2:19][CH2:18][S:17][CH2:16][CH:15]1[C:20](OC)=[O:21].C([O-])(=O)C.[NH4+].O, predict the reaction product. (4) Given the reactants C([NH:5][C:6]1[C:11]([C:12]2[N:16]([C:17]3[CH:22]=[CH:21][C:20]([CH3:23])=[C:19]([F:24])[C:18]=3[F:25])[N:15]=[N:14][N:13]=2)=[CH:10][CH:9]=[CH:8][N:7]=1)(C)(C)C.Cl.[OH-].[Na+], predict the reaction product. The product is: [F:25][C:18]1[C:19]([F:24])=[C:20]([CH3:23])[CH:21]=[CH:22][C:17]=1[N:16]1[C:12]([C:11]2[C:6]([NH2:5])=[N:7][CH:8]=[CH:9][CH:10]=2)=[N:13][N:14]=[N:15]1. (5) Given the reactants [F:1][C:2]([F:34])([F:33])[C:3]1[CH:4]=[C:5]([C:13]([CH3:32])([CH3:31])[C:14]([N:16]([C:18]2[CH:19]=[N:20][CH:21]=[CH:22][C:23]=2[C:24]2[CH:29]=[CH:28][CH:27]=[CH:26][C:25]=2[Cl:30])[CH3:17])=[O:15])[CH:6]=[C:7]([C:9]([F:12])([F:11])[F:10])[CH:8]=1, predict the reaction product. The product is: [ClH:30].[F:12][C:9]([F:10])([F:11])[C:7]1[CH:6]=[C:5]([C:13]([CH3:31])([CH3:32])[C:14]([N:16]([C:18]2[CH:19]=[N:20][CH:21]=[CH:22][C:23]=2[C:24]2[CH:29]=[CH:28][CH:27]=[CH:26][C:25]=2[Cl:30])[CH3:17])=[O:15])[CH:4]=[C:3]([C:2]([F:34])([F:1])[F:33])[CH:8]=1. (6) Given the reactants [Br:1][C:2]1[CH:3]=[C:4]([C:9](=O)[CH:10]=[C:11]([CH3:13])[CH3:12])[CH:5]=[CH:6][C:7]=1[CH3:8].Cl.[NH2:16][OH:17].[OH-].[K+].O, predict the reaction product. The product is: [Br:1][C:2]1[CH:3]=[C:4]([C:9]2[CH2:10][C:11]([CH3:13])([CH3:12])[O:17][N:16]=2)[CH:5]=[CH:6][C:7]=1[CH3:8]. (7) Given the reactants [CH2:1]([C:3]1[C:13]([CH2:14][C:15]2[CH:20]=[CH:19][C:18]([NH:21][NH2:22])=[CH:17][CH:16]=2)=[C:6]2[N:7]=[C:8]([CH3:12])[CH:9]=[C:10]([CH3:11])[N:5]2[N:4]=1)[CH3:2].[C:23](/[C:25](=[CH:31]\OCC)/[C:26]([O:28][CH2:29][CH3:30])=[O:27])#[N:24].[C:35]([O-])(=O)C.[Na+].C(=O)([O-])[O-].[Na+].[Na+], predict the reaction product. The product is: [CH2:29]([O:28][C:26]([C:25]1[C:31]([CH3:35])=[N:22][N:21]([C:18]2[CH:17]=[CH:16][C:15]([CH2:14][C:13]3[C:3]([CH2:1][CH3:2])=[N:4][N:5]4[C:10]([CH3:11])=[CH:9][C:8]([CH3:12])=[N:7][C:6]=34)=[CH:20][CH:19]=2)[C:23]=1[NH2:24])=[O:27])[CH3:30]. (8) Given the reactants [ClH:1].C([N:9]1[CH2:15][CH2:14][C:13](=[O:16])[NH:12][CH2:11][CH2:10]1)C1C=CC=CC=1.[H][H], predict the reaction product. The product is: [ClH:1].[NH:9]1[CH2:15][CH2:14][C:13](=[O:16])[NH:12][CH2:11][CH2:10]1. (9) The product is: [ClH:102].[ClH:102].[CH2:79]([O:78][C:73]1[C:72]([O:81][CH3:82])=[CH:71][C:70]([CH2:69][C:64]2[C:63]3[C:68](=[C:59]([NH2:101])[C:60]([O:83][CH2:84][CH3:85])=[CH:61][CH:62]=3)[CH:67]=[N:66][CH:65]=2)=[CH:75][C:74]=1[O:76][CH3:77])[CH3:80]. Given the reactants C1C=CC(P(C2C(C3C(P(C4C=CC=CC=4)C4C=CC=CC=4)=CC=C4C=3C=CC=C4)=C3C(C=CC=C3)=CC=2)C2C=CC=CC=2)=CC=1.C([O-])([O-])=O.[Cs+].[Cs+].FC(F)(F)S(O[C:59]1[C:60]([O:83][CH2:84][CH3:85])=[CH:61][CH:62]=[C:63]2[C:68]=1[CH:67]=[N:66][CH:65]=[C:64]2[CH2:69][C:70]1[CH:75]=[C:74]([O:76][CH3:77])[C:73]([O:78][CH2:79][CH3:80])=[C:72]([O:81][CH3:82])[CH:71]=1)(=O)=O.C(=[NH:101])(C1C=CC=CC=1)C1C=CC=CC=1.[ClH:102].CO, predict the reaction product.